This data is from Reaction yield outcomes from USPTO patents with 853,638 reactions. The task is: Predict the reaction yield, written as a fraction of the theoretical maximum amount of product (1.0 means a 100% yield; for example, 0.34 means a 34% yield). (1) The reactants are [N+:1]([C:4]1[CH:9]=[CH:8][C:7]([N:10]2[CH2:15][CH2:14][O:13][CH2:12][CH2:11]2)=[CH:6][CH:5]=1)([O-])=O.[H][H]. The catalyst is [Pd].CO. The product is [O:13]1[CH2:12][CH2:11][N:10]([C:7]2[CH:6]=[CH:5][C:4]([NH2:1])=[CH:9][CH:8]=2)[CH2:15][CH2:14]1. The yield is 0.970. (2) The reactants are N[C@@H:2]([C:7]1[CH:12]=[CH:11][CH:10]=[CH:9][CH:8]=1)[C:3]([O:5][CH3:6])=[O:4].[BrH:13].N([O-])=O.[Na+]. The catalyst is O. The product is [Br:13][C@H:2]([C:7]1[CH:12]=[CH:11][CH:10]=[CH:9][CH:8]=1)[C:3]([O:5][CH3:6])=[O:4]. The yield is 0.400.